Dataset: NCI-60 drug combinations with 297,098 pairs across 59 cell lines. Task: Regression. Given two drug SMILES strings and cell line genomic features, predict the synergy score measuring deviation from expected non-interaction effect. Drug 1: CCC1(CC2CC(C3=C(CCN(C2)C1)C4=CC=CC=C4N3)(C5=C(C=C6C(=C5)C78CCN9C7C(C=CC9)(C(C(C8N6C=O)(C(=O)OC)O)OC(=O)C)CC)OC)C(=O)OC)O.OS(=O)(=O)O. Drug 2: CS(=O)(=O)OCCCCOS(=O)(=O)C. Cell line: HCT116. Synergy scores: CSS=4.73, Synergy_ZIP=-4.79, Synergy_Bliss=-6.92, Synergy_Loewe=-2.33, Synergy_HSA=-5.62.